Dataset: Peptide-MHC class I binding affinity with 185,985 pairs from IEDB/IMGT. Task: Regression. Given a peptide amino acid sequence and an MHC pseudo amino acid sequence, predict their binding affinity value. This is MHC class I binding data. (1) The peptide sequence is FVKKMLPKI. The MHC is HLA-A02:02 with pseudo-sequence HLA-A02:02. The binding affinity (normalized) is 0.370. (2) The peptide sequence is TFVNFNSVK. The MHC is HLA-A31:01 with pseudo-sequence HLA-A31:01. The binding affinity (normalized) is 0.571. (3) The peptide sequence is VYFVLTDRF. The MHC is HLA-A23:01 with pseudo-sequence HLA-A23:01. The binding affinity (normalized) is 0.751. (4) The peptide sequence is NIRQAGVQY. The MHC is HLA-B53:01 with pseudo-sequence HLA-B53:01. The binding affinity (normalized) is 0. (5) The peptide sequence is ETQTGMHAH. The MHC is HLA-A26:01 with pseudo-sequence HLA-A26:01. The binding affinity (normalized) is 0.689. (6) The peptide sequence is KYNYFIHFF. The MHC is HLA-A24:02 with pseudo-sequence HLA-A24:02. The binding affinity (normalized) is 0.915. (7) The peptide sequence is FPLQEGSHLE. The MHC is Mamu-A2201 with pseudo-sequence Mamu-A2201. The binding affinity (normalized) is 0. (8) The peptide sequence is LLMLLPTAL. The MHC is HLA-A02:17 with pseudo-sequence HLA-A02:17. The binding affinity (normalized) is 0.773.